This data is from Experimentally validated miRNA-target interactions with 360,000+ pairs, plus equal number of negative samples. The task is: Binary Classification. Given a miRNA mature sequence and a target amino acid sequence, predict their likelihood of interaction. (1) The miRNA is mmu-miR-10b-5p with sequence UACCCUGUAGAACCGAAUUUGUG. The protein sequence of the target gene is MGKRDNRVAYMNPIAMARWRGPTQSVGPTIQDYLNRPRPTWEEVKKQLENKKTGSKALAEFEEKMNENWKKELEKSREKLLSGNESSSKKRERKKKRKKKSCRSSSSSSSSDSSSSSSDSEDEEKKQGKRRKKKKNRSYKSSQSSTHESESESKESVKKKKKSKDETEKEKDVRSLSKKRKKSYPDDKPLSSESSSESDYEEDVQAKKKRRCEEREQAKEKVKKKKKKQHKKHSKKKKKKSGSSHKSR. Result: 0 (no interaction). (2) The miRNA is hsa-miR-377-3p with sequence AUCACACAAAGGCAACUUUUGU. The protein sequence of the target gene is MAAAAQSRVVRVLSMSRSAITAIATSVCHGPPCRQLHHALMPHGKGGRSSVSGIVATVFGATGFLGRYVVNHLGRMGSQVIIPYRCDKYDIMHLRPMGDLGQLLFLEWDARDKDSIRRVVQHSNVVINLIGRDWETKNFDFEDVFVKIPQAIAQLSKEAGVEKFIHVSHLNANIKSSSRYLRNKAVGEKVVRDAFPEAIIVKPSDIFGREDRFLNSFASMHRFGPIPLGSLGWKTVKQPVYVVDVSKGIVNAVKDPDANGKSFAFVGPSRYLLFHLVKYIFAVAHRLFLPFPLPLFAYRW.... Result: 0 (no interaction). (3) The miRNA is hsa-miR-5692a with sequence CAAAUAAUACCACAGUGGGUGU. The protein sequence of the target gene is MAGAASPCANGCGPGAPSDAEVLHLCRSLEVGTVMTLFYSKKSQRPERKTFQVKLETRQITWSRGADKIEGAIDIREIKEIRPGKTSRDFDRYQEDPAFRPDQSHCFVILYGMEFRLKTLSLQATSEDEVNMWIKGLTWLMEDTLQAPTPLQIERWLRKQFYSVDRNREDRISAKDLKNMLSQVNYRVPNMRFLRERLTDLEQRSGDITYGQFAQLYRSLMYSAQKTMDLPFLEASTLRAGERPELCRVSLPEFQQFLLDYQGELWAVDRLQVQEFMLSFLRDPLREIEEPYFFLDEFVT.... Result: 1 (interaction). (4) The miRNA is mmu-miR-709 with sequence GGAGGCAGAGGCAGGAGGA. The protein sequence of the target gene is MEDGELIEYFKSQMKGDPKMASAVAAIQTLLEFLKRDKGETLQGLRANLTYAIKTLCGVDSSVAVSSGGELFLRFISLTSLEYSDYSKCKKIMIERGELFLRRISLSRNKIANLCHTFIKDGARILTHAYSRVVLRVLEEAVAAKKRFSVYITESQPDLSGKKMAKALSHLNVPVTVVLDAAVGYIMEKADLVIVGAEGVVENGGIINKIGTNQMAVCAKAQNKPFYVVAESFKFVRLFPLNQEDVPDKFKYKADTLKSVQTGQDLKEEHPWVDYTSPSLITLLFTDLGVLTPSAVSDEL.... Result: 1 (interaction). (5) The miRNA is hsa-miR-6784-3p with sequence UCUCACCCCAACUCUGCCCCAG. The protein sequence of the target gene is MSKKGRNKGEKPEALIVALQAANEDLRTKLTDIQIELHQEKSKVSKLEREKTQEAKRIRELEQRKHTVLVTELKAKLHEEKMKELQAVRENLIKQHEQEMSRTVKVRDGEIQRLKSALCALRDGSSDKVRTALTIEAREEARKLFDTERLKLLQEIADLKTAKKQVDEALSNMIQADKIKAGDLRSEHQSHQEAISKIKWESERDIRRLMDEIKAKDRIIFSLEKELETQTGYVQKLQLQKEALDEQLFLVKEAECNMSSPKREIPGRAGDGSEHCSSPDLRRNQKRIAELNATIRKLED.... Result: 1 (interaction). (6) The miRNA is hsa-miR-7106-5p with sequence UGGGAGGAGGGGAUCUUGGG. The protein sequence of the target gene is MAPRRLLLVGEGNFSFAAALSETLDQSTQLTATCLQRPAELARDPLAWENLQCLRERGIDVRFGVDCTQLADVFELHEREFDQIYFIFPHCGRKAGVAKNRELLAKFFQSCADVLAEEGEVHVALCRGQGGTPADKPQREWHNSWQVVAMAALGGLILSDVYPFSCKAVAGYKCTGYRSQDKSFHVEGALNHIFTRSLPFEGSQPRIFRIKLGNQWFSFPEPEALVGKLNRGFLEAPSCHPIKTINEKLIAELGKVFPLKRLKCSYPLLPQEGTSVLPFWNCDFLSAAFWISLHEDNSNS.... Result: 1 (interaction). (7) The miRNA is cel-miR-62 with sequence UGAUAUGUAAUCUAGCUUACAG. The protein sequence of the target gene is MAPAGHILTLLLWGHLLELWTPGHSANPSYPRLRLSHKELLELNRTSIFQSPLGFLDLHTMLLDEYQERLFVGGRDLVYSLNLERVSDGYREIYWPSTAVKVEECIMKGKDANECANYIRVLHHYNRTHLLTCATGAFDPHCAFIRVGHHSEEPLFHLESHRSERGRGRCPFDPNSSFVSTLVGNELFAGLYSDYWGRDSAIFRSMGKLGHIRTEHDDERLLKEPKFVGSYMIPDNEDRDDNKMYFFFTEKALEAENNAHTIYTRVGRLCVNDMGGQRILVNKWSTFLKARLVCSVPGMN.... Result: 0 (no interaction). (8) The miRNA is hsa-miR-6134 with sequence UGAGGUGGUAGGAUGUAGA. The protein sequence of the target gene is MPKTISVRVTTMDAELEFAIQPNTTGKQLFDQVVKTIGLREVWFFGLQYQDTKGFSTWLKLNKKVTAQDVRKESPLLFKFRAKFYPEDVSEELIQDITQRLFFLQVKEGILNDDIYCPPETAVLLASYAVQSKYGDFNKEVHKSGYLAGDKLLPQRVLEQHKLNKDQWEERIQVWHEEHRGMLREDAVLEYLKIAQDLEMYGVNYFSIKNKKGSELWLGVDALGLNIYEQNDRLTPKIGFPWSEIRNISFNDKKFVIKPIDKKAPDFVFYAPRLRINKRILALCMGNHELYMRRRKPDTI.... Result: 1 (interaction). (9) The miRNA is hsa-miR-6856-5p with sequence AAGAGAGGAGCAGUGGUGCUGUGG. The protein sequence of the target gene is MGDSRDLCPHLDSIGEVTKEDLLLKSKGTCQSCGVTGPNLWACLQVACPYVGCGESFADHSTIHAQAKKHNLTVNLTTFRLWCYACEKEVFLEQRLAAPLLGSSSKFSEQDSPPPSHPLKAVPIAVADEGESESEDDDLKPRGLTGMKNLGNSCYMNAALQALSNCPPLTQFFLECGGLVRTDKKPALCKSYQKLVSEVWHKKRPSYVVPTSLSHGIKLVNPMFRGYAQQDTQEFLRCLMDQLHEELKEPVVATVALTEARDSDSSDTDEKREGDRSPSEDEFLSCDSSSDRGEGDGQGR.... Result: 0 (no interaction).